The task is: Predict the reactants needed to synthesize the given product.. This data is from Full USPTO retrosynthesis dataset with 1.9M reactions from patents (1976-2016). (1) Given the product [F:1][C:2]1[CH:3]=[CH:4][C:5]([O:31][CH3:32])=[C:6]([C:8]([CH3:29])([CH3:30])[CH2:9][C:10]([OH:28])([C:24]([F:26])([F:27])[F:25])[CH2:11][C:12]2[NH:13][C:14]3[CH:15]=[CH:16][CH:17]=[C:18]([C:21]#[N:23])[C:19]=3[CH:20]=2)[CH:7]=1, predict the reactants needed to synthesize it. The reactants are: [F:1][C:2]1[CH:3]=[CH:4][C:5]([O:31][CH3:32])=[C:6]([C:8]([CH3:30])([CH3:29])[CH2:9][C:10]([OH:28])([C:24]([F:27])([F:26])[F:25])[CH2:11][C:12]2[NH:13][C:14]3[CH:15]=[CH:16][CH:17]=[C:18]([C:21]([NH2:23])=O)[C:19]=3[CH:20]=2)[CH:7]=1.N1C(Cl)=NC(Cl)=NC=1Cl.C(=O)(O)[O-].[Na+]. (2) Given the product [CH3:1][N:2]([CH2:3][CH:4]1[CH2:8][C:7]2[CH:9]=[CH:10][CH:11]=[C:12]([C:13]3[C:14]([Cl:21])=[CH:15][C:16]([Cl:20])=[CH:17][C:18]=3[Cl:19])[C:6]=2[O:5]1)[C:32](=[O:33])[O:34][CH2:35][C:36]1[CH:41]=[CH:40][CH:39]=[CH:38][CH:37]=1, predict the reactants needed to synthesize it. The reactants are: [CH3:1][NH:2][CH2:3][CH:4]1[CH2:8][C:7]2[CH:9]=[CH:10][CH:11]=[C:12]([C:13]3[C:18]([Cl:19])=[CH:17][C:16]([Cl:20])=[CH:15][C:14]=3[Cl:21])[C:6]=2[O:5]1.C(N(C(C)C)CC)(C)C.Cl[C:32]([O:34][CH2:35][C:36]1[CH:41]=[CH:40][CH:39]=[CH:38][CH:37]=1)=[O:33]. (3) Given the product [C:14]([CH2:16][C:17]([NH:11][CH2:10][CH2:9][C:8]1[CH:12]=[CH:13][C:5]([O:4][CH2:3][O:2][CH3:1])=[CH:6][CH:7]=1)=[O:18])#[N:15], predict the reactants needed to synthesize it. The reactants are: [CH3:1][O:2][CH2:3][O:4][C:5]1[CH:13]=[CH:12][C:8]([CH2:9][CH2:10][NH2:11])=[CH:7][CH:6]=1.[C:14]([CH2:16][C:17](O)=[O:18])#[N:15].P(C#N)(=O)(OCC)OCC.C(N(CC)CC)C.C(=O)(O)[O-].[Na+]. (4) The reactants are: [CH3:1][C:2]1[N:3]=[CH:4][C:5]([CH2:8][NH:9][C:10]([C:12]2[S:16][C:15]([C:17]([O:19]C)=O)=[CH:14][CH:13]=2)=[O:11])=[N:6][CH:7]=1.O.[NH2:22][NH2:23].C(Cl)(Cl)Cl. Given the product [CH3:1][C:2]1[N:3]=[CH:4][C:5]([CH2:8][NH:9][C:10]([C:12]2[S:16][C:15]([C:17]([NH:22][NH2:23])=[O:19])=[CH:14][CH:13]=2)=[O:11])=[N:6][CH:7]=1, predict the reactants needed to synthesize it. (5) Given the product [N+:17]([C:20]([CH3:21])=[CH:7][C:6]1[CH:1]=[CH:2][C:3]2[O:11][CH2:10][O:9][C:4]=2[CH:5]=1)([O-:19])=[O:18], predict the reactants needed to synthesize it. The reactants are: [CH:1]1[C:6]([CH:7]=O)=[CH:5][C:4]2[O:9][CH2:10][O:11][C:3]=2[CH:2]=1.C([O-])(=O)C.[NH4+].[N+:17]([CH2:20][CH3:21])([O-:19])=[O:18].